From a dataset of Catalyst prediction with 721,799 reactions and 888 catalyst types from USPTO. Predict which catalyst facilitates the given reaction. (1) Reactant: O=[C:2]([C:12]1[CH:17]=[CH:16][CH:15]=[C:14]([C:18]([F:21])([F:20])[F:19])[CH:13]=1)[CH2:3][CH2:4][CH:5]1[CH2:10][CH2:9][CH2:8][CH2:7][C:6]1=O.Cl.[NH2:23]O. Product: [F:19][C:18]([F:21])([F:20])[C:14]1[CH:13]=[C:12]([C:2]2[CH:3]=[CH:4][C:5]3[CH2:10][CH2:9][CH2:8][CH2:7][C:6]=3[N:23]=2)[CH:17]=[CH:16][CH:15]=1. The catalyst class is: 14. (2) Reactant: Cl.[NH2:2][C@@H:3]1[C@@H:9]2[CH2:10][CH2:11][C@@H:5]([C@@H:6]3[C@H:8]2[CH2:7]3)[C@@H:4]1[C:12]([O:14][CH3:15])=[O:13].C([O-])(=O)C.[Na+].[F:21][C:22]1[CH:29]=[CH:28][C:25]([CH:26]=O)=[CH:24][CH:23]=1.C([BH3-])#N.[Na+].C(=O)(O)[O-].[Na+]. Product: [F:21][C:22]1[CH:29]=[CH:28][C:25]([CH2:26][NH:2][C@@H:3]2[C@@H:9]3[CH2:10][CH2:11][C@@H:5]([C@@H:6]4[C@H:8]3[CH2:7]4)[C@@H:4]2[C:12]([O:14][CH3:15])=[O:13])=[CH:24][CH:23]=1. The catalyst class is: 125.